From a dataset of Peptide-MHC class I binding affinity with 185,985 pairs from IEDB/IMGT. Regression. Given a peptide amino acid sequence and an MHC pseudo amino acid sequence, predict their binding affinity value. This is MHC class I binding data. The peptide sequence is TYLGPQFCK. The MHC is HLA-A03:01 with pseudo-sequence HLA-A03:01. The binding affinity (normalized) is 0.533.